From a dataset of Reaction yield outcomes from USPTO patents with 853,638 reactions. Predict the reaction yield, written as a fraction of the theoretical maximum amount of product (1.0 means a 100% yield; for example, 0.34 means a 34% yield). (1) The reactants are FC(F)(F)C(O)=O.C(OC([N:15]1[CH2:21][CH2:20][CH2:19][C@H:18]([N:22]([CH2:29][C:30]2[CH:35]=[C:34]([C:36]([F:39])([F:38])[F:37])[CH:33]=[C:32]([C:40]([F:43])([F:42])[F:41])[CH:31]=2)[C:23]2[N:24]=[N:25][N:26]([CH3:28])[N:27]=2)[C:17]2[CH:44]=[C:45]([CH2:52][CH3:53])[C:46]([C:48]([F:51])([F:50])[F:49])=[CH:47][C:16]1=2)=O)(C)(C)C. The catalyst is ClCCl. The product is [F:42][C:40]([F:41])([F:43])[C:32]1[CH:31]=[C:30]([CH:35]=[C:34]([C:36]([F:39])([F:38])[F:37])[CH:33]=1)[CH2:29][N:22]([C:23]1[N:24]=[N:25][N:26]([CH3:28])[N:27]=1)[C@H:18]1[CH2:19][CH2:20][CH2:21][NH:15][C:16]2[CH:47]=[C:46]([C:48]([F:49])([F:50])[F:51])[C:45]([CH2:52][CH3:53])=[CH:44][C:17]1=2. The yield is 0.980. (2) The reactants are [I:1]N1C(=O)CCC1=O.[Si:9]([O:16][CH2:17][C@@H:18]([N:20]1[C:24]2[N:25]=[CH:26][N:27]=[CH:28][C:23]=2[CH:22]=[CH:21]1)[CH3:19])([C:12]([CH3:15])([CH3:14])[CH3:13])([CH3:11])[CH3:10].S([O-])([O-])(=O)=S.[Na+].[Na+]. The catalyst is C(#N)C. The product is [Si:9]([O:16][CH2:17][C@@H:18]([N:20]1[C:24]2[N:25]=[CH:26][N:27]=[CH:28][C:23]=2[C:22]([I:1])=[CH:21]1)[CH3:19])([C:12]([CH3:13])([CH3:14])[CH3:15])([CH3:10])[CH3:11]. The yield is 0.660. (3) The reactants are [OH:1][CH2:2][C:3]1[N:8]=[C:7]([C:9]([O:11][CH3:12])=[O:10])[CH:6]=[CH:5][CH:4]=1.[CH3:13][O:14][CH:15]([O:23][CH3:24])[C:16]1[CH:21]=[CH:20][N:19]=[CH:18][C:17]=1O.C1(P(C2C=CC=CC=2)C2C=CC=CC=2)C=CC=CC=1.CC(OC(/N=N/C(OC(C)C)=O)=O)C. The catalyst is O1CCCC1. The product is [CH3:13][O:14][CH:15]([O:23][CH3:24])[C:16]1[CH:21]=[CH:20][N:19]=[CH:18][C:17]=1[O:1][CH2:2][C:3]1[N:8]=[C:7]([C:9]([O:11][CH3:12])=[O:10])[CH:6]=[CH:5][CH:4]=1. The yield is 0.600.